Dataset: Full USPTO retrosynthesis dataset with 1.9M reactions from patents (1976-2016). Task: Predict the reactants needed to synthesize the given product. (1) The reactants are: [Br:1][C:2]1[CH:3]=[C:4]([CH2:9][OH:10])[C:5]([Cl:8])=[N:6][CH:7]=1.CC(OI1(OC(C)=O)(OC(C)=O)OC(=O)C2C=CC=CC1=2)=O. Given the product [Br:1][C:2]1[CH:7]=[N:6][C:5]([Cl:8])=[C:4]([CH:3]=1)[CH:9]=[O:10], predict the reactants needed to synthesize it. (2) The reactants are: F[C:2]1[CH:7]=[CH:6][CH:5]=[CH:4][C:3]=1[N+:8]([O-:10])=[O:9].[C:11]([N:14]1[C:23]2[C:18](=[CH:19][C:20]([C:24]#[N:25])=[CH:21][CH:22]=2)[C@H:17]([NH2:26])[C@@H:16]([CH3:27])[C@@H:15]1[CH:28]1[CH2:30][CH2:29]1)(=[O:13])[CH3:12].CCN(C(C)C)C(C)C. Given the product [C:11]([N:14]1[C:23]2[C:18](=[CH:19][C:20]([C:24]#[N:25])=[CH:21][CH:22]=2)[C@H:17]([NH:26][C:2]2[CH:7]=[CH:6][CH:5]=[CH:4][C:3]=2[N+:8]([O-:10])=[O:9])[C@@H:16]([CH3:27])[C@@H:15]1[CH:28]1[CH2:30][CH2:29]1)(=[O:13])[CH3:12], predict the reactants needed to synthesize it. (3) Given the product [CH:26]1([C:24]2[NH:23][N:22]=[C:21]([NH:20][C:18]3[C:17]([C:29]#[CH:30])=[CH:16][N:15]=[C:14]([C:11]4[S:10][C:9]([CH:7]([OH:8])[CH2:6][CH2:5][OH:4])=[CH:13][CH:12]=4)[N:19]=3)[CH:25]=2)[CH2:28][CH2:27]1, predict the reactants needed to synthesize it. The reactants are: C([O:4][CH2:5][CH2:6][CH:7]([C:9]1[S:10][C:11]([C:14]2[N:19]=[C:18]([NH:20][C:21]3[CH:25]=[C:24]([CH:26]4[CH2:28][CH2:27]4)[NH:23][N:22]=3)[C:17]([C:29]#[CH:30])=[CH:16][N:15]=2)=[CH:12][CH:13]=1)[OH:8])(=O)C.[OH-].[Na+].O.Cl. (4) Given the product [ClH:25].[ClH:25].[CH3:24][O:23][C:19]1[CH:18]=[C:17]([C@H:15]([NH:14][C@H:11]2[CH2:12][CH2:13][NH:9][CH2:10]2)[CH3:16])[CH:22]=[CH:21][CH:20]=1, predict the reactants needed to synthesize it. The reactants are: [Ca].C([N:9]1[CH2:13][CH2:12][C@H:11]([NH:14][C@@H:15]([C:17]2[CH:22]=[CH:21][CH:20]=[C:19]([O:23][CH3:24])[CH:18]=2)[CH3:16])[CH2:10]1)C1C=CC=CC=1.[ClH:25]. (5) Given the product [Cl:7][C:8]1[C:9]([C:18]([OH:2])=[O:19])=[N:10][C:11]2[N:12]([N:15]=[CH:16][CH:17]=2)[C:13]=1[F:14], predict the reactants needed to synthesize it. The reactants are: [Mn]([O-])(=O)(=O)=[O:2].[K+].[Cl:7][C:8]1[C:9]([CH3:18])=[N:10][C:11]2[N:12]([N:15]=[CH:16][CH:17]=2)[C:13]=1[F:14].[OH2:19]. (6) The reactants are: [C:1]1(P(C2C=CC=CC=2)C2C=CC=CC=2)C=CC=CC=1.CC(O)C.[Cl:24][C:25]1[CH:26]=[C:27]([C@H:32]2[C@@H:38]([CH:39]=O)[O:37][CH2:36][CH2:35][N:34]([C:41]([O:43][C:44]([CH3:47])([CH3:46])[CH3:45])=[O:42])[CH2:33]2)[CH:28]=[CH:29][C:30]=1[Cl:31].C[Si](C=[N+]=[N-])(C)C. Given the product [Cl:24][C:25]1[CH:26]=[C:27]([C@H:32]2[C@@H:38]([CH:39]=[CH2:1])[O:37][CH2:36][CH2:35][N:34]([C:41]([O:43][C:44]([CH3:46])([CH3:47])[CH3:45])=[O:42])[CH2:33]2)[CH:28]=[CH:29][C:30]=1[Cl:31], predict the reactants needed to synthesize it. (7) The reactants are: [NH2:1][C:2]1[CH:7]=[C:6]([Cl:8])[C:5]([C:9]2[CH:14]=[CH:13][C:12]([N:15]([CH3:17])[CH3:16])=[CH:11][CH:10]=2)=[CH:4][C:3]=1[C:18]([O:20]C)=O.[CH3:22][C:23]1[CH:27]=[CH:26][N:25]([CH2:28][C:29](OCC)=[O:30])[N:24]=1.C[Si]([N-][Si](C)(C)C)(C)C.[K+]. Given the product [Cl:8][C:6]1[CH:7]=[C:2]2[C:3]([C:18]([OH:20])=[C:28]([N:25]3[CH:26]=[CH:27][C:23]([CH3:22])=[N:24]3)[C:29](=[O:30])[NH:1]2)=[CH:4][C:5]=1[C:9]1[CH:10]=[CH:11][C:12]([N:15]([CH3:16])[CH3:17])=[CH:13][CH:14]=1, predict the reactants needed to synthesize it. (8) The reactants are: [C:1]([O:5][C:6]([N:8]1[CH2:13][CH2:12][N:11]([CH2:14][C:15]2[CH:20]=[C:19]([OH:21])[CH:18]=[CH:17][C:16]=2[Cl:22])[C:10](=[O:23])[CH2:9]1)=[O:7])([CH3:4])([CH3:3])[CH3:2].[C:24]([Si:28]([C:36]1[CH:41]=[CH:40][CH:39]=[CH:38][CH:37]=1)([C:30]1[CH:35]=[CH:34][CH:33]=[CH:32][CH:31]=1)Cl)([CH3:27])([CH3:26])[CH3:25].N1C=CN=C1.CCOC(C)=O. Given the product [C:1]([O:5][C:6]([N:8]1[CH2:13][CH2:12][N:11]([CH2:14][C:15]2[CH:20]=[C:19]([O:21][Si:28]([C:24]([CH3:27])([CH3:26])[CH3:25])([C:36]3[CH:37]=[CH:38][CH:39]=[CH:40][CH:41]=3)[C:30]3[CH:35]=[CH:34][CH:33]=[CH:32][CH:31]=3)[CH:18]=[CH:17][C:16]=2[Cl:22])[C:10](=[O:23])[CH2:9]1)=[O:7])([CH3:4])([CH3:2])[CH3:3], predict the reactants needed to synthesize it. (9) The reactants are: [CH3:1][O:2][C:3]1[CH:8]=[C:7]([O:9][CH2:10][CH2:11][CH2:12][N:13]2[CH2:17][CH2:16][CH2:15][C@H:14]2[CH3:18])[CH:6]=[CH:5][C:4]=1[C:19](=O)[CH3:20].O.[C:23]([OH:27])(=O)[CH:24]=O.[NH4+:28].[OH-].O.[NH2:31]N.C([O-])(O)=O.[Na+]. Given the product [CH3:1][O:2][C:3]1[CH:8]=[C:7]([O:9][CH2:10][CH2:11][CH2:12][N:13]2[CH2:17][CH2:16][CH2:15][C@H:14]2[CH3:18])[CH:6]=[CH:5][C:4]=1[C:19]1[CH:20]=[CH:24][C:23](=[O:27])[NH:28][N:31]=1, predict the reactants needed to synthesize it. (10) Given the product [CH2:19]([N:7]1[C:8]2[CH:13]=[CH:12][N:11]=[C:10]([O:14][CH3:15])[C:9]=2[CH:5]=[C:6]1[CH3:26])[C:20]1[CH:21]=[CH:22][CH:23]=[CH:24][CH:25]=1, predict the reactants needed to synthesize it. The reactants are: NC(=O)C([C:5]1[C:9]2[C:10]([O:14][CH2:15]C(O)=O)=[N:11][CH:12]=[CH:13][C:8]=2[N:7]([CH2:19][C:20]2[CH:25]=[CH:24][CH:23]=[CH:22][CH:21]=2)[C:6]=1[CH3:26])=O.C(OC(=O)[C@H](CC(OCC1C=CC=CC=1)=O)N)C1C=CC=CC=1.ON1C2C=CC=CC=2N=N1.Cl.CN(C)CCCN=C=NCC.